This data is from Forward reaction prediction with 1.9M reactions from USPTO patents (1976-2016). The task is: Predict the product of the given reaction. (1) Given the reactants [C:1]([C:3]1[CH:4]=[CH:5][C:6]([O:12][CH:13]([CH3:15])[CH3:14])=[C:7]([CH:11]=1)[C:8]([OH:10])=O)#[N:2].CN(C(ON1N=NC2C=CC=CC1=2)=[N+](C)C)C.[B-](F)(F)(F)F.C(N(C(C)C)C(C)C)C.[F:47][C:48]([F:62])([F:61])[C:49]1[CH:54]=[CH:53][C:52]([N:55]2[CH2:60][CH2:59][NH:58][CH2:57][CH2:56]2)=[CH:51][CH:50]=1, predict the reaction product. The product is: [CH:13]([O:12][C:6]1[CH:5]=[CH:4][C:3]([C:1]#[N:2])=[CH:11][C:7]=1[C:8]([N:58]1[CH2:57][CH2:56][N:55]([C:52]2[CH:51]=[CH:50][C:49]([C:48]([F:61])([F:62])[F:47])=[CH:54][CH:53]=2)[CH2:60][CH2:59]1)=[O:10])([CH3:15])[CH3:14]. (2) Given the reactants C(OC([NH:8][C@H:9]([C:14]([NH:16][CH:17]([C:26]#[N:27])[C:18]1[CH:23]=[CH:22][CH:21]=[CH:20][C:19]=1[O:24][CH3:25])=[O:15])[CH2:10][CH:11]([CH3:13])[CH3:12])=O)(C)(C)C, predict the reaction product. The product is: [C:26]([CH:17]([C:18]1[CH:23]=[CH:22][CH:21]=[CH:20][C:19]=1[O:24][CH3:25])[NH:16][C:14](=[O:15])[C@H:9]([CH2:10][CH:11]([CH3:13])[CH3:12])[NH2:8])#[N:27]. (3) Given the reactants [Cl:1][C:2]1[CH:7]=[CH:6][C:5]([N:8]2[C@@H:12]([C:13]3[CH:18]=[CH:17][CH:16]=[C:15]([O:19]C)[CH:14]=3)[C@H:11]([CH2:21][N:22]3[N:26]=[N:25][C:24]([C:27]4[CH:28]=[N:29][CH:30]=[CH:31][CH:32]=4)=[N:23]3)[O:10][C:9]2=[O:33])=[CH:4][CH:3]=1.B(Br)(Br)Br, predict the reaction product. The product is: [Cl:1][C:2]1[CH:7]=[CH:6][C:5]([N:8]2[C@@H:12]([C:13]3[CH:18]=[CH:17][CH:16]=[C:15]([OH:19])[CH:14]=3)[C@H:11]([CH2:21][N:22]3[N:26]=[N:25][C:24]([C:27]4[CH:28]=[N:29][CH:30]=[CH:31][CH:32]=4)=[N:23]3)[O:10][C:9]2=[O:33])=[CH:4][CH:3]=1. (4) Given the reactants [Cl:1][CH2:2][C:3]([NH:5][C:6]1[CH:11]=[CH:10][C:9]([C:12]2[C:20]3[C:15](=[CH:16][C:17]([F:21])=[CH:18][CH:19]=3)[N:14]([S:22]([C:25]3[CH:30]=[CH:29][CH:28]=[CH:27][CH:26]=3)(=[O:24])=[O:23])[CH:13]=2)=[CH:8][C:7]=1O)=[O:4].CC1C=CC(S([O-])(=O)=O)=CC=1.C1C=C[NH+]=CC=1, predict the reaction product. The product is: [Cl:1][CH2:2][C:3]1[O:4][C:11]2[CH:10]=[C:9]([C:12]3[C:20]4[C:15](=[CH:16][C:17]([F:21])=[CH:18][CH:19]=4)[N:14]([S:22]([C:25]4[CH:30]=[CH:29][CH:28]=[CH:27][CH:26]=4)(=[O:24])=[O:23])[CH:13]=3)[CH:8]=[CH:7][C:6]=2[N:5]=1. (5) Given the reactants [O:1]=[C:2]1[CH2:10][C:9]2[C:4](=[CH:5][CH:6]=[C:7]([C:11]([OH:13])=O)[CH:8]=2)[NH:3]1.CCN(C(C)C)C(C)C.C1C=CC2N(O)N=NC=2C=1.Cl.[NH2:34][CH2:35][C:36]([C:38]1[CH:43]=[CH:42][CH:41]=[CH:40][CH:39]=1)=O.S(=O)(=O)(O)O, predict the reaction product. The product is: [C:38]1([C:36]2[O:13][C:11]([C:7]3[CH:8]=[C:9]4[C:4](=[CH:5][CH:6]=3)[NH:3][C:2](=[O:1])[CH2:10]4)=[N:34][CH:35]=2)[CH:43]=[CH:42][CH:41]=[CH:40][CH:39]=1.